Task: Predict the product of the given reaction.. Dataset: Forward reaction prediction with 1.9M reactions from USPTO patents (1976-2016) (1) Given the reactants C(OC([N:8]1[C@@H:12]([CH2:13][C:14]2[CH:19]=[CH:18][C:17]([O:20][C:21]3[C:26]([C:27](=[O:31])[N:28]([CH3:30])[CH3:29])=[CH:25][CH:24]=[CH:23][N:22]=3)=[CH:16][CH:15]=2)[CH2:11][O:10]C1(C)C)=O)(C)(C)C.CO.[ClH:36], predict the reaction product. The product is: [ClH:36].[NH2:8][C@H:12]([CH2:11][OH:10])[CH2:13][C:14]1[CH:15]=[CH:16][C:17]([O:20][C:21]2[N:22]=[CH:23][CH:24]=[CH:25][C:26]=2[C:27]([N:28]([CH3:30])[CH3:29])=[O:31])=[CH:18][CH:19]=1. (2) Given the reactants Cl[C:2]1[CH:7]=[C:6]([Cl:8])[N:5]=[C:4]([O:9][C@H:10]([CH3:14])[CH2:11][O:12][CH3:13])[N:3]=1.Cl.[CH3:16][N:17]([CH3:36])[CH2:18][CH2:19][O:20][C:21]1[CH:22]=[CH:23][C:24]([C:33]([NH2:35])=[O:34])=[N:25][C:26]=1[CH:27]1[CH2:32][CH2:31][NH:30][CH2:29][CH2:28]1.CCN(C(C)C)C(C)C.CCOC(C)=O, predict the reaction product. The product is: [Cl:8][C:6]1[N:5]=[C:4]([O:9][C@H:10]([CH3:14])[CH2:11][O:12][CH3:13])[N:3]=[C:2]([N:30]2[CH2:29][CH2:28][CH:27]([C:26]3[N:25]=[C:24]([C:33]([NH2:35])=[O:34])[CH:23]=[CH:22][C:21]=3[O:20][CH2:19][CH2:18][N:17]([CH3:36])[CH3:16])[CH2:32][CH2:31]2)[CH:7]=1.